Dataset: NCI-60 drug combinations with 297,098 pairs across 59 cell lines. Task: Regression. Given two drug SMILES strings and cell line genomic features, predict the synergy score measuring deviation from expected non-interaction effect. (1) Drug 1: CC1CCCC2(C(O2)CC(NC(=O)CC(C(C(=O)C(C1O)C)(C)C)O)C(=CC3=CSC(=N3)C)C)C. Drug 2: COCCOC1=C(C=C2C(=C1)C(=NC=N2)NC3=CC=CC(=C3)C#C)OCCOC.Cl. Cell line: RXF 393. Synergy scores: CSS=31.6, Synergy_ZIP=-1.08, Synergy_Bliss=-0.815, Synergy_Loewe=-40.1, Synergy_HSA=-6.73. (2) Cell line: NCI-H226. Drug 1: C1=CC(=CC=C1C#N)C(C2=CC=C(C=C2)C#N)N3C=NC=N3. Synergy scores: CSS=-0.126, Synergy_ZIP=2.05, Synergy_Bliss=7.65, Synergy_Loewe=4.79, Synergy_HSA=3.47. Drug 2: C(CCl)NC(=O)N(CCCl)N=O. (3) Drug 1: C1=NC(=NC(=O)N1C2C(C(C(O2)CO)O)O)N. Drug 2: CC1C(C(CC(O1)OC2CC(CC3=C2C(=C4C(=C3O)C(=O)C5=CC=CC=C5C4=O)O)(C(=O)C)O)N)O. Cell line: NCI-H460. Synergy scores: CSS=60.5, Synergy_ZIP=-5.39, Synergy_Bliss=-10.3, Synergy_Loewe=-8.30, Synergy_HSA=-6.69. (4) Drug 1: CCC1=CC2CC(C3=C(CN(C2)C1)C4=CC=CC=C4N3)(C5=C(C=C6C(=C5)C78CCN9C7C(C=CC9)(C(C(C8N6C)(C(=O)OC)O)OC(=O)C)CC)OC)C(=O)OC.C(C(C(=O)O)O)(C(=O)O)O. Drug 2: C#CCC(CC1=CN=C2C(=N1)C(=NC(=N2)N)N)C3=CC=C(C=C3)C(=O)NC(CCC(=O)O)C(=O)O. Cell line: COLO 205. Synergy scores: CSS=37.5, Synergy_ZIP=2.48, Synergy_Bliss=4.59, Synergy_Loewe=5.86, Synergy_HSA=5.27.